This data is from Catalyst prediction with 721,799 reactions and 888 catalyst types from USPTO. The task is: Predict which catalyst facilitates the given reaction. (1) Reactant: [CH3:1][C:2]1[N:3]=[CH:4][C:5]([NH2:8])=[N:6][CH:7]=1.Cl[C:10]([O:12][C:13]1[CH:18]=[CH:17][CH:16]=[CH:15][CH:14]=1)=[O:11]. Product: [C:13]1([O:12][C:10](=[O:11])[NH:8][C:5]2[CH:4]=[N:3][C:2]([CH3:1])=[CH:7][N:6]=2)[CH:18]=[CH:17][CH:16]=[CH:15][CH:14]=1. The catalyst class is: 377. (2) Reactant: F[C:2]1[CH:19]=[CH:18][C:17]([N+:20]([O-:22])=[O:21])=[CH:16][C:3]=1[C:4]([NH:6][CH2:7][CH2:8][O:9][CH:10]1[CH2:15][CH2:14][CH2:13][CH2:12][O:11]1)=[O:5].CCN(CC)CC.[NH:30]([CH2:34][CH2:35][OH:36])[CH2:31][CH2:32][OH:33]. Product: [OH:33][CH2:32][CH2:31][N:30]([CH2:34][CH2:35][OH:36])[C:2]1[CH:19]=[CH:18][C:17]([N+:20]([O-:22])=[O:21])=[CH:16][C:3]=1[C:4]([NH:6][CH2:7][CH2:8][O:9][CH:10]1[CH2:15][CH2:14][CH2:13][CH2:12][O:11]1)=[O:5]. The catalyst class is: 12. (3) Reactant: [CH3:1][O:2][C:3](=[O:15])[C:4]1[CH:9]=[CH:8][C:7]([CH2:10]Br)=[C:6]([N+:12]([O-:14])=[O:13])[CH:5]=1.C1(P(C2C=CC=CC=2)C2C=CC=CC=2)C=CC=CC=1.[C:35]([O:39][C:40](=[O:53])[CH2:41][CH2:42][C:43]1[CH:48]=[C:47]([Cl:49])[C:46]([CH:50]=O)=[C:45]([Cl:52])[CH:44]=1)([CH3:38])([CH3:37])[CH3:36].C(=O)([O-])[O-].[K+].[K+]. Product: [CH3:1][O:2][C:3](=[O:15])[C:4]1[CH:9]=[CH:8][C:7](/[CH:10]=[CH:50]/[C:46]2[C:45]([Cl:52])=[CH:44][C:43]([CH2:42][CH2:41][C:40]([O:39][C:35]([CH3:37])([CH3:36])[CH3:38])=[O:53])=[CH:48][C:47]=2[Cl:49])=[C:6]([N+:12]([O-:14])=[O:13])[CH:5]=1. The catalyst class is: 3.